This data is from Forward reaction prediction with 1.9M reactions from USPTO patents (1976-2016). The task is: Predict the product of the given reaction. (1) Given the reactants [CH2:1]([NH:5][C:6]1[C:7]([CH3:19])=[C:8]([CH:12]=[CH:13][C:14]=1[S:15]([CH3:18])(=[O:17])=[O:16])[C:9]([OH:11])=O)[CH:2]([CH3:4])[CH3:3].[CH2:20]([N:22]1[C:26]([OH:27])=[CH:25][CH:24]=[N:23]1)[CH3:21].Cl.CN(C)CCCN=C=NCC.CCN(CC)CC.[Si](C#N)(C)(C)C.[C-]#N.[K+], predict the reaction product. The product is: [CH2:1]([NH:5][C:6]1[C:7]([CH3:19])=[C:8]([CH:12]=[CH:13][C:14]=1[S:15]([CH3:18])(=[O:17])=[O:16])[C:9]([C:25]1[CH:24]=[N:23][N:22]([CH2:20][CH3:21])[C:26]=1[OH:27])=[O:11])[CH:2]([CH3:3])[CH3:4]. (2) Given the reactants [Cl:1][C:2]1[C:3]([C:22](=[O:31])[NH:23][C:24]2[CH:29]=[CH:28][CH:27]=[C:26]([F:30])[CH:25]=2)=[C:4]([NH:8][C:9](=O)[C@@H:10]([NH:13][C:14](=[O:20])[O:15][C:16]([CH3:19])([CH3:18])[CH3:17])[CH2:11][CH3:12])[CH:5]=[CH:6][CH:7]=1.C(N(CC)CC)C.C/C(/O[Si](C)(C)C)=N\[Si](C)(C)C, predict the reaction product. The product is: [Cl:1][C:2]1[CH:7]=[CH:6][CH:5]=[C:4]2[C:3]=1[C:22](=[O:31])[N:23]([C:24]1[CH:29]=[CH:28][CH:27]=[C:26]([F:30])[CH:25]=1)[C:9]([C@@H:10]([NH:13][C:14](=[O:20])[O:15][C:16]([CH3:19])([CH3:18])[CH3:17])[CH2:11][CH3:12])=[N:8]2. (3) Given the reactants [Li][S:2][CH2:3][CH2:4][CH2:5][CH3:6].Cl[C:8]1[CH:9]=[CH:10][C:11]([N+:15]([O-:17])=[O:16])=[C:12]([CH:14]=1)[NH2:13].O, predict the reaction product. The product is: [CH2:3]([S:2][C:8]1[CH:9]=[CH:10][C:11]([N+:15]([O-:17])=[O:16])=[C:12]([CH:14]=1)[NH2:13])[CH2:4][CH2:5][CH3:6]. (4) Given the reactants [Br-].[CH2:2]([P+](C1C=CC=CC=1)(C1C=CC=CC=1)C1C=CC=CC=1)[C:3]1[CH:8]=[CH:7][CH:6]=[CH:5][CH:4]=1.[Li]CCCC.[CH3:33][CH:34]([CH2:37][CH2:38][CH2:39][CH2:40][CH2:41][CH2:42][CH2:43][CH2:44][CH3:45])[CH:35]=O.O, predict the reaction product. The product is: [CH3:35][CH:34]([CH2:37][CH2:38][CH2:39][CH2:40][CH2:41][CH2:42][CH2:43][CH2:44][CH3:45])[CH:33]=[CH:2][C:3]1[CH:4]=[CH:5][CH:6]=[CH:7][CH:8]=1.